This data is from Forward reaction prediction with 1.9M reactions from USPTO patents (1976-2016). The task is: Predict the product of the given reaction. (1) Given the reactants CCC[C:4]1[C:5]2[N:14]=[C:13](C3C=C(S(N4CCN(C)CC4)(=O)=O)C=CC=3OCC)[NH:12][C:10](=O)[C:6]=2[N:7](C)[N:8]=1.[OH-:34].[Na+], predict the reaction product. The product is: [N:7]1[C:6]2[CH:10]=[N:12][CH:13]=[N:14][C:5]=2[C:4](=[O:34])[N:8]=1. (2) Given the reactants Cl[C:2]1[N:7]=[CH:6][C:5]([Cl:8])=[CH:4][N:3]=1.[NH2:9][CH2:10][C@@H:11]1[C@H:16]([O:17][CH3:18])[CH2:15][CH2:14][CH2:13][N:12]1[C:19]([C:21]1[N:22]=[C:23]([CH3:33])[S:24][C:25]=1[C:26]1[CH:31]=[CH:30][C:29]([F:32])=[CH:28][CH:27]=1)=[O:20], predict the reaction product. The product is: [Cl:8][C:5]1[CH:4]=[N:3][C:2]([NH:9][CH2:10][C@@H:11]2[C@H:16]([O:17][CH3:18])[CH2:15][CH2:14][CH2:13][N:12]2[C:19]([C:21]2[N:22]=[C:23]([CH3:33])[S:24][C:25]=2[C:26]2[CH:27]=[CH:28][C:29]([F:32])=[CH:30][CH:31]=2)=[O:20])=[N:7][CH:6]=1. (3) Given the reactants [CH3:1][O:2][C:3]1[CH:8]=[CH:7][CH:6]=[CH:5][C:4]=1[N:9]1[CH2:14][CH2:13][N:12]([CH2:15][CH2:16][C:17]([O:19]CC)=O)[CH2:11][CH2:10]1.O.[NH2:23][NH2:24], predict the reaction product. The product is: [CH3:1][O:2][C:3]1[CH:8]=[CH:7][CH:6]=[CH:5][C:4]=1[N:9]1[CH2:14][CH2:13][N:12]([CH2:15][CH2:16][C:17]([NH:23][NH2:24])=[O:19])[CH2:11][CH2:10]1.